This data is from NCI-60 drug combinations with 297,098 pairs across 59 cell lines. The task is: Regression. Given two drug SMILES strings and cell line genomic features, predict the synergy score measuring deviation from expected non-interaction effect. (1) Drug 1: CC1=CC=C(C=C1)C2=CC(=NN2C3=CC=C(C=C3)S(=O)(=O)N)C(F)(F)F. Drug 2: C1CCC(C(C1)N)N.C(=O)(C(=O)[O-])[O-].[Pt+4]. Cell line: MALME-3M. Synergy scores: CSS=7.97, Synergy_ZIP=3.37, Synergy_Bliss=-4.27, Synergy_Loewe=-10.4, Synergy_HSA=-4.66. (2) Cell line: HCC-2998. Synergy scores: CSS=24.2, Synergy_ZIP=-1.23, Synergy_Bliss=-3.32, Synergy_Loewe=-15.1, Synergy_HSA=-3.11. Drug 2: CN(C(=O)NC(C=O)C(C(C(CO)O)O)O)N=O. Drug 1: C1=CC(=CC=C1CCC2=CNC3=C2C(=O)NC(=N3)N)C(=O)NC(CCC(=O)O)C(=O)O. (3) Drug 1: CC12CCC3C(C1CCC2=O)CC(=C)C4=CC(=O)C=CC34C. Drug 2: CC1C(C(CC(O1)OC2CC(OC(C2O)C)OC3=CC4=CC5=C(C(=O)C(C(C5)C(C(=O)C(C(C)O)O)OC)OC6CC(C(C(O6)C)O)OC7CC(C(C(O7)C)O)OC8CC(C(C(O8)C)O)(C)O)C(=C4C(=C3C)O)O)O)O. Cell line: MCF7. Synergy scores: CSS=18.8, Synergy_ZIP=1.15, Synergy_Bliss=1.87, Synergy_Loewe=2.11, Synergy_HSA=0.818. (4) Drug 1: C1=CC=C(C=C1)NC(=O)CCCCCCC(=O)NO. Drug 2: CC1C(C(CC(O1)OC2CC(CC3=C2C(=C4C(=C3O)C(=O)C5=CC=CC=C5C4=O)O)(C(=O)C)O)N)O. Cell line: SK-MEL-5. Synergy scores: CSS=65.9, Synergy_ZIP=1.86, Synergy_Bliss=2.36, Synergy_Loewe=-7.89, Synergy_HSA=5.37. (5) Drug 1: CNC(=O)C1=CC=CC=C1SC2=CC3=C(C=C2)C(=NN3)C=CC4=CC=CC=N4. Drug 2: C1=CC=C(C=C1)NC(=O)CCCCCCC(=O)NO. Cell line: OVCAR-4. Synergy scores: CSS=6.80, Synergy_ZIP=-2.62, Synergy_Bliss=-4.05, Synergy_Loewe=-13.1, Synergy_HSA=-4.56.